Task: Predict the product of the given reaction.. Dataset: Forward reaction prediction with 1.9M reactions from USPTO patents (1976-2016) (1) Given the reactants C([O:4][CH2:5][C:6]([N:8]1[CH2:13][CH2:12][C:11]([C:14]2[C:19]([F:20])=[CH:18][C:17]([N:21]3[CH2:25][C@H:24]([CH2:26][N:27]4[CH:31]=[CH:30][N:29]=[N:28]4)[O:23][C:22]3=[O:32])=[CH:16][C:15]=2[F:33])=[CH:10][CH2:9]1)=[O:7])(=O)C, predict the reaction product. The product is: [OH:4][CH2:5][C:6]([N:8]1[CH2:13][CH2:12][C:11]([C:14]2[C:19]([F:20])=[CH:18][C:17]([N:21]3[CH2:25][C@H:24]([CH2:26][N:27]4[CH:31]=[CH:30][N:29]=[N:28]4)[O:23][C:22]3=[O:32])=[CH:16][C:15]=2[F:33])=[CH:10][CH2:9]1)=[O:7]. (2) Given the reactants [OH:1][C:2]1[CH:10]=[CH:9][CH:8]=[C:4]([C:5]([OH:7])=[O:6])[C:3]=1[NH2:11].[Br:12][C:13]1[CH:21]=[CH:20][C:16]([C:17](Cl)=O)=[CH:15][CH:14]=1.N1C=CC=CC=1.Cl.CC1C=CC(S(O)(=O)=O)=CC=1, predict the reaction product. The product is: [C:5]([O-:7])(=[O:6])[CH3:4].[Br:12][C:13]1[CH:21]=[CH:20][C:16]([C:17]2[O:1][C:2]3[C:3](=[C:4]([C:5]([OH:7])=[O:6])[CH:8]=[CH:9][CH:10]=3)[N:11]=2)=[CH:15][CH:14]=1. (3) Given the reactants [CH2:1]([C:3]1[CH:4]=[N:5][C:6]([N:9]2[CH2:14][CH2:13][CH:12]([NH:15][C:16](=[O:30])[C@@H:17]([NH:22][C:23](=[O:29])[O:24][C:25]([CH3:28])([CH3:27])[CH3:26])[CH2:18][CH2:19][S:20][CH3:21])[CH2:11][CH2:10]2)=[N:7][CH:8]=1)[CH3:2].[CH3:31][I:32], predict the reaction product. The product is: [CH3:31][I:32].[CH2:1]([C:3]1[CH:8]=[N:7][C:6]([N:9]2[CH2:10][CH2:11][CH:12]([NH:15][C:16](=[O:30])[C@@H:17]([NH:22][C:23](=[O:29])[O:24][C:25]([CH3:27])([CH3:26])[CH3:28])[CH2:18][CH2:19][S:20][CH3:21])[CH2:13][CH2:14]2)=[N:5][CH:4]=1)[CH3:2]. (4) The product is: [C:20]([O:23][CH2:2][C:3]1[N:7]=[C:6]([C:8]2[C:9]([C:14]3[CH:19]=[CH:18][CH:17]=[CH:16][CH:15]=3)=[N:10][O:11][C:12]=2[CH3:13])[O:5][N:4]=1)(=[O:22])[CH3:21]. Given the reactants Cl[CH2:2][C:3]1[N:7]=[C:6]([C:8]2[C:9]([C:14]3[CH:19]=[CH:18][CH:17]=[CH:16][CH:15]=3)=[N:10][O:11][C:12]=2[CH3:13])[O:5][N:4]=1.[C:20]([O-:23])(=[O:22])[CH3:21].[Na+].O, predict the reaction product.